This data is from Forward reaction prediction with 1.9M reactions from USPTO patents (1976-2016). The task is: Predict the product of the given reaction. (1) Given the reactants [Br-:1].[K+].C([O-])(=O)C.[Na+].[CH2:8]([O:10][C:11]([C:13]1[C:14]([C:22]([F:25])([F:24])[F:23])=[N:15][C:16]2[N:17]([CH:19]=[CH:20][N:21]=2)[CH:18]=1)=[O:12])[CH3:9].BrBr.S(=O)(O)[O-].[Na+], predict the reaction product. The product is: [CH2:8]([O:10][C:11]([C:13]1[C:14]([C:22]([F:24])([F:25])[F:23])=[N:15][C:16]2[N:17]([C:19]([Br:1])=[CH:20][N:21]=2)[CH:18]=1)=[O:12])[CH3:9]. (2) Given the reactants C([C@H](N)C(O)=O)CC(N)=O.[NH2:11][C@H:12]([C:21]([OH:23])=[O:22])[CH2:13][C:14]1[CH:19]=[CH:18][C:17]([OH:20])=[CH:16][CH:15]=1.P(OC[C@H]1O[C@@H](N2C3N=CN=C(N)C=3N=C2)[C@H](O)[C@@H]1O)(OP(OP(O)(O)=O)(O)=O)(=O)O.C(S)[C@@H](O)[C@H](O)CS.[Eu].C1C(CC(NP(O)(O)=O)C(O)=O)=CC=C(O)C=1, predict the reaction product. The product is: [NH2:11][C@H:12]([C:21]([OH:23])=[O:22])[CH2:13][C:14]1[CH:15]=[CH:16][C:17]([OH:20])=[CH:18][CH:19]=1. (3) Given the reactants [CH3:1][N:2]1[CH:6]=[C:5]([NH:7][C:8]2[N:13]=[C:12]([N:14]3[CH2:20][C@H:19]4[N:21]([CH:22]5[CH2:25][N:24](C(OC(C)(C)C)=O)[CH2:23]5)[C@H:16]([CH2:17][CH2:18]4)[CH2:15]3)[CH:11]=[CH:10][N:9]=2)[CH:4]=[N:3]1.Cl.CCN(C(C)C)C(C)C.[CH3:43][S:44](Cl)(=[O:46])=[O:45], predict the reaction product. The product is: [CH3:1][N:2]1[CH:6]=[C:5]([NH:7][C:8]2[N:13]=[C:12]([N:14]3[CH2:20][C@H:19]4[N:21]([CH:22]5[CH2:25][N:24]([S:44]([CH3:43])(=[O:46])=[O:45])[CH2:23]5)[C@H:16]([CH2:17][CH2:18]4)[CH2:15]3)[CH:11]=[CH:10][N:9]=2)[CH:4]=[N:3]1. (4) Given the reactants [F:1][CH:2]([F:33])[O:3][C:4]1[CH:5]=[C:6]([CH:9]=[C:10]([O:12][C:13]2[C:18](=[O:19])[N:17](CC3C=CC(OC)=CC=3)[CH:16]=[N:15][C:14]=2[C:29]([F:32])([F:31])[F:30])[CH:11]=1)[C:7]#[N:8].O=[N+]([O-])[O-].[O-][N+](=O)[O-].[O-][N+](=O)[O-].[O-][N+](=O)[O-].[O-][N+](=O)[O-].[O-][N+](=O)[O-].[Ce+4].[NH4+].[NH4+].O, predict the reaction product. The product is: [F:33][CH:2]([F:1])[O:3][C:4]1[CH:5]=[C:6]([CH:9]=[C:10]([O:12][C:13]2[C:18](=[O:19])[NH:17][CH:16]=[N:15][C:14]=2[C:29]([F:32])([F:31])[F:30])[CH:11]=1)[C:7]#[N:8]. (5) The product is: [CH3:36][N:2]([CH3:1])[CH2:3][CH2:4][CH2:5][O:6][C:7]1[CH:8]=[CH:9][C:10]([NH:13][C:14](=[O:35])/[C:15](/[C:25]2[CH:30]=[CH:29][C:28]([OH:31])=[CH:27][CH:26]=2)=[C:16](/[C:19]2[CH:20]=[CH:21][CH:22]=[CH:23][CH:24]=2)\[CH2:17][CH3:18])=[CH:11][CH:12]=1. Given the reactants [CH3:1][N:2]([CH3:36])[CH2:3][CH2:4][CH2:5][O:6][C:7]1[CH:12]=[CH:11][C:10]([NH:13][C:14](=[O:35])/[C:15](/[C:25]2[CH:30]=[CH:29][C:28]([O:31]COC)=[CH:27][CH:26]=2)=[C:16](/[C:19]2[CH:24]=[CH:23][CH:22]=[CH:21][CH:20]=2)\[CH2:17][CH3:18])=[CH:9][CH:8]=1.Cl.C([O-])(O)=O.[Na+], predict the reaction product. (6) The product is: [Cl:20][C:5]1[C:6]([C:7](=[O:8])[NH:9][CH2:10][CH2:11][CH2:12][N:13]2[CH2:17][CH2:16][O:15][C:14]2=[O:18])=[CH:19][C:2]([NH:1][C:80]([C:78]2[N:79]=[C:75]([CH:72]3[CH2:74][CH2:73]3)[O:76][CH:77]=2)=[O:81])=[C:3]([N:21]2[CH2:22][CH2:23][N:24]([C:27]3[CH:32]=[CH:31][CH:30]=[CH:29][C:28]=3[CH3:33])[CH2:25][CH2:26]2)[CH:4]=1. Given the reactants [NH2:1][C:2]1[C:3]([N:21]2[CH2:26][CH2:25][N:24]([C:27]3[CH:32]=[CH:31][CH:30]=[CH:29][C:28]=3[CH3:33])[CH2:23][CH2:22]2)=[CH:4][C:5]([Cl:20])=[C:6]([CH:19]=1)[C:7]([NH:9][CH2:10][CH2:11][CH2:12][N:13]1[CH2:17][CH2:16][O:15][C:14]1=[O:18])=[O:8].CN(C)C=O.CN(C(ON1N=NC2C=CC=NC1=2)=[N+](C)C)C.F[P-](F)(F)(F)(F)F.C(N(CC)C(C)C)(C)C.[CH:72]1([C:75]2[O:76][CH:77]=[C:78]([C:80](O)=[O:81])[N:79]=2)[CH2:74][CH2:73]1, predict the reaction product. (7) Given the reactants Cl[C:2]1[C:7]([C:8]#[N:9])=[C:6]([C:10]2[CH:15]=[CH:14][CH:13]=[CH:12][CH:11]=2)[C:5]([C:16]#[N:17])=[C:4]([NH:18][CH2:19][CH2:20][OH:21])[N:3]=1.CC(C)([O-])C.[K+].[CH2:28]([OH:35])[C:29]1[CH:34]=[CH:33][CH:32]=[CH:31][CH:30]=1, predict the reaction product. The product is: [CH2:28]([O:35][C:2]1[C:7]([C:8]#[N:9])=[C:6]([C:10]2[CH:15]=[CH:14][CH:13]=[CH:12][CH:11]=2)[C:5]([C:16]#[N:17])=[C:4]([NH:18][CH2:19][CH2:20][OH:21])[N:3]=1)[C:29]1[CH:34]=[CH:33][CH:32]=[CH:31][CH:30]=1. (8) Given the reactants Br[C:2]1[CH:28]=[CH:27][C:5]([C:6]([N:8]2[CH2:13][CH2:12][C:11]([CH2:15][N:16]3[C:21](=[O:22])[C:20]4[CH:23]=[N:24][N:25]([CH3:26])[C:19]=4[N:18]=[CH:17]3)([OH:14])[CH2:10][CH2:9]2)=[O:7])=[CH:4][CH:3]=1.[CH2:29]1[C:38]2[C:33](=[CH:34][CH:35]=[CH:36][CH:37]=2)[CH2:32][CH2:31][NH:30]1.C(=O)([O-])[O-].[Cs+].[Cs+], predict the reaction product. The product is: [CH2:29]1[C:38]2[C:33](=[CH:34][CH:35]=[CH:36][CH:37]=2)[CH2:32][CH2:31][N:30]1[C:2]1[CH:28]=[CH:27][C:5]([C:6]([N:8]2[CH2:13][CH2:12][C:11]([CH2:15][N:16]3[C:21](=[O:22])[C:20]4[CH:23]=[N:24][N:25]([CH3:26])[C:19]=4[N:18]=[CH:17]3)([OH:14])[CH2:10][CH2:9]2)=[O:7])=[CH:4][CH:3]=1.